From a dataset of Full USPTO retrosynthesis dataset with 1.9M reactions from patents (1976-2016). Predict the reactants needed to synthesize the given product. (1) The reactants are: [CH2:1]([C@@H:3]([C:8]1[CH:13]=[CH:12][CH:11]=[C:10]([O:14][CH2:15][C:16]2[CH:21]=[CH:20][CH:19]=[CH:18][CH:17]=2)[CH:9]=1)[C@@H:4]([CH3:7])[CH2:5]O)[CH3:2].[BrH:22].O. Given the product [Br:22][CH2:5][C@H:4]([CH3:7])[C@H:3]([C:8]1[CH:13]=[CH:12][CH:11]=[C:10]([O:14][CH2:15][C:16]2[CH:21]=[CH:20][CH:19]=[CH:18][CH:17]=2)[CH:9]=1)[CH2:1][CH3:2], predict the reactants needed to synthesize it. (2) Given the product [O:20]1[CH2:21][CH2:15][CH2:16][N:17]([CH2:13][C:11]2[O:12][C:3]3[C:2]([Br:1])=[CH:7][N:6]([CH3:8])[C:5](=[O:9])[C:4]=3[CH:10]=2)[CH2:18][CH2:19]1, predict the reactants needed to synthesize it. The reactants are: [Br:1][C:2]1[C:3]2[O:12][C:11]([CH:13]=O)=[CH:10][C:4]=2[C:5](=[O:9])[N:6]([CH3:8])[CH:7]=1.[CH2:15]1[CH2:21][O:20][CH2:19][CH2:18][NH:17][CH2:16]1.Cl.C(O)(=O)C. (3) The reactants are: [CH3:1][C:2]1[N:7]=[CH:6][C:5]([C:8]([NH:10][C:11]2[C:12]([C:22]([OH:24])=O)=[N:13][N:14]([CH:16]3[CH2:21][CH2:20][CH2:19][CH2:18][O:17]3)[CH:15]=2)=[O:9])=[CH:4][CH:3]=1.[F:25][C:26]([F:30])([F:29])[CH2:27][NH2:28].CCN=C=NCCCN(C)C.C1C=CC2N(O)N=NC=2C=1.C(=O)([O-])O.[Na+]. Given the product [CH3:1][C:2]1[N:7]=[CH:6][C:5]([C:8]([NH:10][C:11]2[C:12]([C:22]([NH:28][CH2:27][C:26]([F:30])([F:29])[F:25])=[O:24])=[N:13][N:14]([CH:16]3[CH2:21][CH2:20][CH2:19][CH2:18][O:17]3)[CH:15]=2)=[O:9])=[CH:4][CH:3]=1, predict the reactants needed to synthesize it.